Dataset: Catalyst prediction with 721,799 reactions and 888 catalyst types from USPTO. Task: Predict which catalyst facilitates the given reaction. (1) Reactant: [Cl:1][C:2]1[CH:7]=[CH:6][C:5]([Cl:8])=[CH:4][C:3]=1[CH2:9][S:10]([C:13]1[CH:14]=[C:15]2[C:19](=[CH:20][CH:21]=1)[NH:18][C:17](=[O:22])/[C:16]/2=[CH:23]\[C:24]1[NH:28][C:27]([CH3:29])=[C:26]([C:30](O)=[O:31])[C:25]=1[CH3:33])(=[O:12])=[O:11].[N:34]1([CH:39]2[CH2:44][CH2:43][NH:42][CH2:41][CH2:40]2)[CH2:38][CH2:37][CH2:36][CH2:35]1.C1C=CC2N(O)N=NC=2C=1.CCN=C=NCCCN(C)C.Cl. Product: [Cl:1][C:2]1[CH:7]=[CH:6][C:5]([Cl:8])=[CH:4][C:3]=1[CH2:9][S:10]([C:13]1[CH:14]=[C:15]2[C:19](=[CH:20][CH:21]=1)[NH:18][C:17](=[O:22])/[C:16]/2=[CH:23]\[C:24]1[NH:28][C:27]([CH3:29])=[C:26]([C:30]([N:42]2[CH2:43][CH2:44][CH:39]([N:34]3[CH2:38][CH2:37][CH2:36][CH2:35]3)[CH2:40][CH2:41]2)=[O:31])[C:25]=1[CH3:33])(=[O:12])=[O:11]. The catalyst class is: 3. (2) Reactant: [I:1][C:2]1[CH:8]=[CH:7][C:5]([NH2:6])=[CH:4][CH:3]=1.C([O-])([O-])=O.[Cs+].[Cs+].[CH:15](I)([CH3:17])[CH3:16].O. Product: [I:1][C:2]1[CH:8]=[CH:7][C:5]([NH:6][CH:15]([CH3:17])[CH3:16])=[CH:4][CH:3]=1. The catalyst class is: 3. (3) Reactant: Br[CH2:2][C:3](=O)[CH2:4][C:5]1[C:10]([F:11])=[CH:9][CH:8]=[CH:7][C:6]=1[Cl:12].[CH2:14]([C:21]1[CH:26]=[CH:25][CH:24]=[CH:23][N:22]=1)[C:15]1[CH:20]=[CH:19][CH:18]=[CH:17][CH:16]=1. Product: [Cl:12][C:6]1[CH:7]=[CH:8][CH:9]=[C:10]([F:11])[C:5]=1[CH2:4][C:3]1[C:14]([C:15]2[CH:20]=[CH:19][CH:18]=[CH:17][CH:16]=2)=[C:21]2[N:22]([CH:2]=1)[CH:23]=[CH:24][CH:25]=[CH:26]2. The catalyst class is: 21. (4) Reactant: [C:1](OC1C=C([N+]([O-])=O)C=C(Br)C=1)(=O)C.[Br:15][C:16]1[CH:17]=[C:18]([CH2:25][C:26]([OH:28])=[O:27])[CH:19]=[C:20]([N+:22]([O-:24])=[O:23])[CH:21]=1.S(=O)(=O)(O)O. Product: [Br:15][C:16]1[CH:17]=[C:18]([CH2:25][C:26]([O:28][CH3:1])=[O:27])[CH:19]=[C:20]([N+:22]([O-:24])=[O:23])[CH:21]=1. The catalyst class is: 5.